The task is: Predict the reactants needed to synthesize the given product.. This data is from Full USPTO retrosynthesis dataset with 1.9M reactions from patents (1976-2016). Given the product [Br:1][C:2]1[C:3]([F:41])=[C:4]([CH:8]2[C:12]3([C:16]4=[N:17][CH:18]=[C:19]([Cl:21])[CH:20]=[C:15]4[NH:14][C:13]3=[O:22])[CH:11]([CH2:23][C:24]([CH3:27])([CH3:25])[CH3:26])[NH:10][CH:9]2[C:28]([NH:30][C:31]2[CH:36]=[CH:35][C:34]([C:37](=[O:42])[NH2:38])=[CH:33][C:32]=2[O:39][CH3:40])=[O:29])[CH:5]=[CH:6][CH:7]=1, predict the reactants needed to synthesize it. The reactants are: [Br:1][C:2]1[C:3]([F:41])=[C:4]([CH:8]2[C:12]3([C:16]4=[N:17][CH:18]=[C:19]([Cl:21])[CH:20]=[C:15]4[NH:14][C:13]3=[O:22])[CH:11]([CH2:23][C:24]([CH3:27])([CH3:26])[CH3:25])[NH:10][CH:9]2[C:28]([NH:30][C:31]2[CH:36]=[CH:35][C:34]([C:37]#[N:38])=[CH:33][C:32]=2[O:39][CH3:40])=[O:29])[CH:5]=[CH:6][CH:7]=1.[OH:42]O.[OH-].[Na+].